From a dataset of Forward reaction prediction with 1.9M reactions from USPTO patents (1976-2016). Predict the product of the given reaction. (1) Given the reactants [F:1][C:2]1[CH:7]=[CH:6][C:5]([C:8](=[O:15])[CH2:9][CH2:10][CH2:11][C:12]([OH:14])=O)=[CH:4][CH:3]=1.CN(C1C=CC=CN=1)C.CC(C)(C)C(Cl)=O.[C:32]1([C@H:38]2[CH2:42][O:41][C:40](=[O:43])[NH:39]2)[CH:37]=[CH:36][CH:35]=[CH:34][CH:33]=1, predict the reaction product. The product is: [C:32]1([C@H:38]2[CH2:42][O:41][C:40](=[O:43])[N:39]2[C:12](=[O:14])[CH2:11][CH2:10][CH2:9][C:8]([C:5]2[CH:4]=[CH:3][C:2]([F:1])=[CH:7][CH:6]=2)=[O:15])[CH:33]=[CH:34][CH:35]=[CH:36][CH:37]=1. (2) Given the reactants C[Si](C=[N+]=[N-])(C)C.[Br:8][C:9]1[CH:10]=[CH:11][C:12]([O:19][CH3:20])=[C:13]([CH2:15][C:16]([OH:18])=[O:17])[CH:14]=1.[C:21](O)(=O)C, predict the reaction product. The product is: [CH3:21][O:17][C:16](=[O:18])[CH2:15][C:13]1[CH:14]=[C:9]([Br:8])[CH:10]=[CH:11][C:12]=1[O:19][CH3:20].